This data is from TCR-epitope binding with 47,182 pairs between 192 epitopes and 23,139 TCRs. The task is: Binary Classification. Given a T-cell receptor sequence (or CDR3 region) and an epitope sequence, predict whether binding occurs between them. (1) The epitope is LLQTGIHVRVSQPSL. The TCR CDR3 sequence is CASSVDSGSDYEQYF. Result: 0 (the TCR does not bind to the epitope). (2) The epitope is KEIDRLNEV. The TCR CDR3 sequence is CSARAEGGELFF. Result: 0 (the TCR does not bind to the epitope). (3) The epitope is VTIAEILLI. The TCR CDR3 sequence is CASTPIPIDEQFF. Result: 0 (the TCR does not bind to the epitope). (4) The epitope is IVTDFSVIK. The TCR CDR3 sequence is CASSIAGGTDTQYF. Result: 1 (the TCR binds to the epitope). (5) The epitope is LSDDAVVCFNSTY. The TCR CDR3 sequence is CASSTGVSGANVLTF. Result: 1 (the TCR binds to the epitope). (6) The epitope is FADDLNQLTGY. The TCR CDR3 sequence is CASSDPGQGVQTYEQYF. Result: 0 (the TCR does not bind to the epitope).